Dataset: Catalyst prediction with 721,799 reactions and 888 catalyst types from USPTO. Task: Predict which catalyst facilitates the given reaction. (1) Reactant: [Cl:1][C:2]1[CH:3]=[C:4]([CH:18]=[C:19]([Cl:22])[C:20]=1[OH:21])[C:5]([NH:7][C:8]1[CH:17]=[CH:16][C:11]([C:12]([O:14][CH3:15])=[O:13])=[CH:10][CH:9]=1)=[O:6].[C:23](OC(O[C:23]([CH3:26])([CH3:25])[CH3:24])N(C)C)([CH3:26])([CH3:25])[CH3:24]. Product: [C:23]([O:21][C:20]1[C:2]([Cl:1])=[CH:3][C:4]([C:5]([NH:7][C:8]2[CH:9]=[CH:10][C:11]([C:12]([O:14][CH3:15])=[O:13])=[CH:16][CH:17]=2)=[O:6])=[CH:18][C:19]=1[Cl:22])([CH3:26])([CH3:25])[CH3:24]. The catalyst class is: 11. (2) Reactant: [NH2:1][C:2]1[CH:3]=[C:4]([CH:21]=[CH:22][CH:23]=1)[O:5][C:6]1[N:11]=[C:10]2[S:12][C:13]([NH:15][C:16]([CH:18]3[CH2:20][CH2:19]3)=[O:17])=[N:14][C:9]2=[CH:8][CH:7]=1.[Cl:24][C:25]1[C:33]([C:34]([C:37]#[N:38])([CH3:36])[CH3:35])=[CH:32][CH:31]=[CH:30][C:26]=1[C:27](O)=[O:28].F[P-](F)(F)(F)(F)F.N1(OC(N(C)C)=[N+](C)C)C2N=CC=CC=2N=N1.C(=O)([O-])O.[Na+]. Product: [Cl:24][C:25]1[C:33]([C:34]([C:37]#[N:38])([CH3:36])[CH3:35])=[CH:32][CH:31]=[CH:30][C:26]=1[C:27]([NH:1][C:2]1[CH:23]=[CH:22][CH:21]=[C:4]([O:5][C:6]2[N:11]=[C:10]3[S:12][C:13]([NH:15][C:16]([CH:18]4[CH2:20][CH2:19]4)=[O:17])=[N:14][C:9]3=[CH:8][CH:7]=2)[CH:3]=1)=[O:28]. The catalyst class is: 17. (3) Reactant: [C:1](Cl)(Cl)=[S:2].C(=O)([O-])[O-].[Na+].[Na+].[Br:11][C:12]1[CH:18]=[CH:17][C:15]([NH2:16])=[C:14]([F:19])[CH:13]=1. Product: [Br:11][C:12]1[CH:18]=[CH:17][C:15]([N:16]=[C:1]=[S:2])=[C:14]([F:19])[CH:13]=1. The catalyst class is: 22.